Predict which catalyst facilitates the given reaction. From a dataset of Catalyst prediction with 721,799 reactions and 888 catalyst types from USPTO. Reactant: [CH:1]1([NH:4][C:5](=[O:25])[C:6]2[CH:11]=[CH:10][C:9]([C:12]3[N:16]4[CH:17]=[C:18]([Br:22])[N:19]=[C:20](Br)[C:15]4=[N:14][C:13]=3[CH2:23][OH:24])=[CH:8][CH:7]=2)[CH2:3][CH2:2]1.[CH3:26][CH:27]([CH3:30])[CH2:28][NH2:29].C1(C)C=CC=CC=1. Product: [Br:22][C:18]1[N:19]=[C:20]([NH:29][CH2:28][CH:27]([CH3:30])[CH3:26])[C:15]2[N:16]([C:12]([C:9]3[CH:8]=[CH:7][C:6]([C:5]([NH:4][CH:1]4[CH2:3][CH2:2]4)=[O:25])=[CH:11][CH:10]=3)=[C:13]([CH2:23][OH:24])[N:14]=2)[CH:17]=1. The catalyst class is: 9.